Dataset: Forward reaction prediction with 1.9M reactions from USPTO patents (1976-2016). Task: Predict the product of the given reaction. Given the reactants [Br:1][C:2]1[CH:31]=[CH:30][C:5]([CH2:6][CH2:7][NH:8][CH2:9][C:10]2[C:11]([C:25]3[CH:29]=[CH:28][S:27][CH:26]=3)=[N:12][C:13]3[C:18]([CH:19]=2)=[CH:17][CH:16]=[C:15]([C:20]([O:22]CC)=O)[CH:14]=3)=[CH:4][CH:3]=1.[NH3:32], predict the reaction product. The product is: [Br:1][C:2]1[CH:31]=[CH:30][C:5]([CH2:6][CH2:7][NH:8][CH2:9][C:10]2[C:11]([C:25]3[CH:29]=[CH:28][S:27][CH:26]=3)=[N:12][C:13]3[C:18]([CH:19]=2)=[CH:17][CH:16]=[C:15]([C:20]([NH2:32])=[O:22])[CH:14]=3)=[CH:4][CH:3]=1.